From a dataset of Peptide-MHC class I binding affinity with 185,985 pairs from IEDB/IMGT. Regression. Given a peptide amino acid sequence and an MHC pseudo amino acid sequence, predict their binding affinity value. This is MHC class I binding data. (1) The peptide sequence is ESEVDDPAM. The MHC is HLA-A02:01 with pseudo-sequence HLA-A02:01. The binding affinity (normalized) is 0.0847. (2) The peptide sequence is ASSWAPTQK. The MHC is HLA-A01:01 with pseudo-sequence HLA-A01:01. The binding affinity (normalized) is 0.0847. (3) The binding affinity (normalized) is 0.0136. The MHC is Mamu-B8301 with pseudo-sequence Mamu-B8301. The peptide sequence is RPVFSSPPS.